This data is from NCI-60 drug combinations with 297,098 pairs across 59 cell lines. The task is: Regression. Given two drug SMILES strings and cell line genomic features, predict the synergy score measuring deviation from expected non-interaction effect. (1) Drug 1: CC1=C2C(C(=O)C3(C(CC4C(C3C(C(C2(C)C)(CC1OC(=O)C(C(C5=CC=CC=C5)NC(=O)C6=CC=CC=C6)O)O)OC(=O)C7=CC=CC=C7)(CO4)OC(=O)C)O)C)OC(=O)C. Drug 2: CC1=C(C(=O)C2=C(C1=O)N3CC4C(C3(C2COC(=O)N)OC)N4)N. Cell line: TK-10. Synergy scores: CSS=19.2, Synergy_ZIP=-8.54, Synergy_Bliss=-1.10, Synergy_Loewe=-1.63, Synergy_HSA=0.644. (2) Drug 1: CN(CCCl)CCCl.Cl. Drug 2: C(CC(=O)O)C(=O)CN.Cl. Cell line: OVCAR3. Synergy scores: CSS=24.4, Synergy_ZIP=-7.57, Synergy_Bliss=-5.51, Synergy_Loewe=-6.46, Synergy_HSA=-1.20. (3) Drug 1: C1CCN(CC1)CCOC2=CC=C(C=C2)C(=O)C3=C(SC4=C3C=CC(=C4)O)C5=CC=C(C=C5)O. Drug 2: C1CNP(=O)(OC1)N(CCCl)CCCl. Cell line: HOP-92. Synergy scores: CSS=-5.83, Synergy_ZIP=1.92, Synergy_Bliss=0.137, Synergy_Loewe=-5.42, Synergy_HSA=-4.54. (4) Drug 1: CN1C(=O)N2C=NC(=C2N=N1)C(=O)N. Drug 2: CC1C(C(CC(O1)OC2CC(OC(C2O)C)OC3=CC4=CC5=C(C(=O)C(C(C5)C(C(=O)C(C(C)O)O)OC)OC6CC(C(C(O6)C)O)OC7CC(C(C(O7)C)O)OC8CC(C(C(O8)C)O)(C)O)C(=C4C(=C3C)O)O)O)O. Cell line: EKVX. Synergy scores: CSS=6.62, Synergy_ZIP=3.40, Synergy_Bliss=1.85, Synergy_Loewe=-42.1, Synergy_HSA=-1.38.